Task: Regression/Classification. Given a drug SMILES string, predict its absorption, distribution, metabolism, or excretion properties. Task type varies by dataset: regression for continuous measurements (e.g., permeability, clearance, half-life) or binary classification for categorical outcomes (e.g., BBB penetration, CYP inhibition). For this dataset (solubility_aqsoldb), we predict Y.. Dataset: Aqueous solubility values for 9,982 compounds from the AqSolDB database (1) The compound is O=C(O)C(=O)c1ccccc1. The Y is -0.370 log mol/L. (2) The compound is CC[C@@H]1C(=O)O[C@H]1C. The Y is -0.666 log mol/L.